Dataset: Full USPTO retrosynthesis dataset with 1.9M reactions from patents (1976-2016). Task: Predict the reactants needed to synthesize the given product. Given the product [CH3:1][CH:2]([CH3:3])[C:4]1[C:5](/[CH:23]=[CH:24]/[C@H:25]([CH2:26][C@H:27]([CH2:28][C:29]([O-:31])=[O:30])[OH:32])[OH:33])=[C:6]([C:16]2[CH:21]=[CH:20][C:19]([F:22])=[CH:18][CH:17]=2)[N:7]=[C:8]([N:10]([CH3:11])[S:12]([CH3:15])(=[O:13])=[O:14])[N:9]=1.[CH3:1][CH:2]([CH3:3])[C:4]1[C:5](/[CH:23]=[CH:24]/[C@H:25]([CH2:26][C@H:27]([CH2:28][C:29]([O-:31])=[O:30])[OH:32])[OH:33])=[C:6]([C:16]2[CH:21]=[CH:20][C:19]([F:22])=[CH:18][CH:17]=2)[N:7]=[C:8]([N:10]([CH3:11])[S:12]([CH3:15])(=[O:13])=[O:14])[N:9]=1.[Ca+2:35], predict the reactants needed to synthesize it. The reactants are: [CH3:1][CH:2]([C:4]1[N:9]=[C:8]([N:10]([S:12]([CH3:15])(=[O:14])=[O:13])[CH3:11])[N:7]=[C:6]([C:16]2[CH:17]=[CH:18][C:19]([F:22])=[CH:20][CH:21]=2)[C:5]=1/[CH:23]=[CH:24]/[C@@H:25]([OH:33])[CH2:26][C@@H:27]([OH:32])[CH2:28][C:29]([OH:31])=[O:30])[CH3:3].[K].[Ca:35].[Cl-].[Ca+2].[Cl-].C([O-])(=O)C.[Ca+2].C([O-])(=O)C.[OH-].[Ca+2].[OH-].